Dataset: Catalyst prediction with 721,799 reactions and 888 catalyst types from USPTO. Task: Predict which catalyst facilitates the given reaction. (1) Reactant: [C:1]([C@@H:4]([NH:12][C:13](=[O:22])[O:14]CC1C=CN=CC=1)[CH2:5][C:6]1[CH:11]=[CH:10][CH:9]=[CH:8][CH:7]=1)([OH:3])=O.CCN(C(C)C)C(C)C.CN(C(ON1N=NC2C=CC=CC1=2)=[N+](C)C)C.[B-](F)(F)(F)F.[CH2:54]([NH2:60])[C@@H:55]1[O:59][CH2:58][CH2:57][CH2:56]1.[ClH:61].CCOCC. Product: [ClH:61].[CH2:5]([C@H:4]([NH:12][C:13](=[O:22])[OH:14])[C:1](=[O:3])[NH:60][CH2:54][C@H:55]1[CH2:56][CH2:57][CH2:58][O:59]1)[C:6]1[CH:7]=[CH:8][CH:9]=[CH:10][CH:11]=1. The catalyst class is: 618. (2) Reactant: [OH:1][C:2]1[CH:6]=[C:5]([C:7]([O:9][CH3:10])=[O:8])[N:4]([CH3:11])[N:3]=1.[CH2:12](Br)[C:13]1[CH:18]=[CH:17][CH:16]=[CH:15][CH:14]=1.C(=O)([O-])[O-].[K+].[K+].Cl. Product: [CH2:12]([O:1][C:2]1[CH:6]=[C:5]([C:7]([O:9][CH3:10])=[O:8])[N:4]([CH3:11])[N:3]=1)[C:13]1[CH:18]=[CH:17][CH:16]=[CH:15][CH:14]=1. The catalyst class is: 9. (3) Reactant: [C-:1]#[N:2].[Na+].S(=O)(=O)(O)O.C#N.Br[CH2:12][C:13]1[CH:20]=[C:19]([N+:21]([O-:23])=[O:22])[CH:18]=[CH:17][C:14]=1[C:15]#[N:16]. Product: [C:1]([CH2:12][C:13]1[CH:20]=[C:19]([N+:21]([O-:23])=[O:22])[CH:18]=[CH:17][C:14]=1[C:15]#[N:16])#[N:2]. The catalyst class is: 192.